This data is from Reaction yield outcomes from USPTO patents with 853,638 reactions. The task is: Predict the reaction yield, written as a fraction of the theoretical maximum amount of product (1.0 means a 100% yield; for example, 0.34 means a 34% yield). (1) The reactants are [Cl:1][C:2]1[C:11]([Cl:12])=[CH:10][CH:9]=[C:8]2[C:3]=1[CH2:4][CH2:5][N:6]([C:14]1[CH:35]=[CH:34][C:17](/[CH:18]=[CH:19]/[C@H:20]3[CH2:24][O:23][C:22]([CH3:26])([CH3:25])[N:21]3[C:27]([O:29][C:30]([CH3:33])([CH3:32])[CH3:31])=[O:28])=[CH:16][CH:15]=1)[C:7]2=[O:13]. The catalyst is CO.[Pt]. The product is [Cl:1][C:2]1[C:11]([Cl:12])=[CH:10][CH:9]=[C:8]2[C:3]=1[CH2:4][CH2:5][N:6]([C:14]1[CH:35]=[CH:34][C:17]([CH2:18][CH2:19][C@H:20]3[CH2:24][O:23][C:22]([CH3:26])([CH3:25])[N:21]3[C:27]([O:29][C:30]([CH3:33])([CH3:32])[CH3:31])=[O:28])=[CH:16][CH:15]=1)[C:7]2=[O:13]. The yield is 0.750. (2) The reactants are [CH3:1][C:2]1[CH:7]=[CH:6][CH:5]=[CH:4][C:3]=1[C:8]1[NH:12][CH:11]=[C:10]([CH:13]=[O:14])[CH:9]=1.[H-].[Na+].C1OCCOCCOCCOCCOC1.Cl.[N:33]1[CH:38]=[CH:37][CH:36]=[C:35]([S:39](Cl)(=[O:41])=[O:40])[CH:34]=1. The catalyst is O1CCCC1.CN(C)C=O. The product is [CH3:1][C:2]1[CH:7]=[CH:6][CH:5]=[CH:4][C:3]=1[C:8]1[N:12]([S:39]([C:35]2[CH:34]=[N:33][CH:38]=[CH:37][CH:36]=2)(=[O:41])=[O:40])[CH:11]=[C:10]([CH:13]=[O:14])[CH:9]=1. The yield is 0.800. (3) The reactants are C(C1CCCC1=[O:11])CCCC.[OH-:12].[Li+].[C:14]([O:18][CH2:19][CH3:20])(=[O:17])[CH2:15][CH3:16]. No catalyst specified. The product is [OH:12][OH:11].[C:14]([O:18][CH2:19][CH3:20])(=[O:17])[CH2:15][CH3:16]. The yield is 0.700. (4) The yield is 0.850. The reactants are [CH2:1]([Li])CCC.[CH2:6]1[O:18][C:9]2([CH2:14][CH2:13][CH:12]([C:15](=O)[CH3:16])[CH2:11][CH2:10]2)[O:8][CH2:7]1. The product is [CH2:6]1[O:18][C:9]2([CH2:14][CH2:13][CH:12]([C:15]([CH3:1])=[CH2:16])[CH2:11][CH2:10]2)[O:8][CH2:7]1. The catalyst is [Br-].C[P+](C1C=CC=CC=1)(C1C=CC=CC=1)C1C=CC=CC=1.CS(C)=O. (5) The reactants are [Cl:1][C:2]1[C:11]([F:12])=[CH:10][C:9]([N+:13]([O-])=O)=[C:8]2[C:3]=1[CH:4]=[CH:5][CH:6]=[N:7]2.O.NN. The catalyst is [Ni].CO. The product is [Cl:1][C:2]1[C:11]([F:12])=[CH:10][C:9]([NH2:13])=[C:8]2[C:3]=1[CH:4]=[CH:5][CH:6]=[N:7]2. The yield is 0.490.